This data is from Full USPTO retrosynthesis dataset with 1.9M reactions from patents (1976-2016). The task is: Predict the reactants needed to synthesize the given product. Given the product [NH2:45][C:44](=[N:46][C:59]([O:60][CH2:61][C:62]([CH3:64])=[CH2:63])=[O:65])[C:43]1[CH:42]=[CH:41][C:40]([NH:39][C@@H:26]([C:27]2[NH:31][C:30](=[O:32])[N:29]([C:33]3[N:34]=[CH:35][CH:36]=[CH:37][N:38]=3)[N:28]=2)[C:15]2[C:14]([F:13])=[C:19]([CH:18]=[C:17]([O:24][CH3:25])[CH:16]=2)[O:20][CH2:21][CH2:22][O:23][C:3](=[O:2])[CH3:4])=[CH:48][CH:47]=1, predict the reactants needed to synthesize it. The reactants are: C[O:2][C@H:3](C1C=CC=CC=1)[C:4](O)=O.[F:13][C:14]1[C:19]([O:20][CH2:21][CH2:22][OH:23])=[CH:18][C:17]([O:24][CH3:25])=[CH:16][C:15]=1[C@@H:26]([NH:39][C:40]1[CH:48]=[CH:47][C:43]([C:44]([NH2:46])=[NH:45])=[CH:42][CH:41]=1)[C:27]1[NH:31][C:30](=[O:32])[N:29]([C:33]2[N:38]=[CH:37][CH:36]=[CH:35][N:34]=2)[N:28]=1.[N+](C1C=CC(O[C:59](=[O:65])[O:60][CH2:61][C:62]([CH3:64])=[CH2:63])=CC=1)([O-])=O.C(N(CC)CC)C.C(OC(=O)C)(=O)C.